From a dataset of Peptide-MHC class I binding affinity with 185,985 pairs from IEDB/IMGT. Regression. Given a peptide amino acid sequence and an MHC pseudo amino acid sequence, predict their binding affinity value. This is MHC class I binding data. (1) The peptide sequence is GVFKNPCTSH. The MHC is HLA-A31:01 with pseudo-sequence HLA-A31:01. The binding affinity (normalized) is 0.0468. (2) The peptide sequence is YLPTQQDVL. The MHC is Patr-A0901 with pseudo-sequence Patr-A0901. The binding affinity (normalized) is 0. (3) The peptide sequence is LLAISAVYFK. The MHC is HLA-A31:01 with pseudo-sequence HLA-A31:01. The binding affinity (normalized) is 0.451. (4) The peptide sequence is SAYYLDIGF. The MHC is HLA-A02:11 with pseudo-sequence HLA-A02:11. The binding affinity (normalized) is 0.0847.